This data is from Full USPTO retrosynthesis dataset with 1.9M reactions from patents (1976-2016). The task is: Predict the reactants needed to synthesize the given product. (1) Given the product [S:16]1[C:20]2[CH:21]=[CH:22][CH:23]=[CH:24][C:19]=2[C:18]([O:25][CH:4]2[C:5]3[C:10](=[CH:9][CH:8]=[C:7]([C:12]#[N:13])[CH:6]=3)[O:11][C:2]([CH3:1])([CH3:15])[CH:3]2[OH:14])=[N:17]1, predict the reactants needed to synthesize it. The reactants are: [CH3:1][C:2]1([CH3:15])[O:11][C:10]2[C:5](=[CH:6][C:7]([C:12]#[N:13])=[CH:8][CH:9]=2)[CH:4]2[O:14][CH:3]12.[S:16]1[C:20]2[CH:21]=[CH:22][CH:23]=[CH:24][C:19]=2[C:18](=[O:25])[NH:17]1. (2) Given the product [NH2:1][C:2]1[N:7]=[C:6]([C:24]2[C:16]([F:15])=[CH:17][C:18]3=[N:22][O:21][N:20]=[C:19]3[CH:23]=2)[N:5]=[C:4]([C:9]([O:11][CH3:12])=[O:10])[C:3]=1[O:13][CH3:14], predict the reactants needed to synthesize it. The reactants are: [NH2:1][C:2]1[N:7]=[C:6](Cl)[N:5]=[C:4]([C:9]([O:11][CH3:12])=[O:10])[C:3]=1[O:13][CH3:14].[F:15][C:16]1[C:24](B2OC(C)(C)C(C)(C)O2)=[CH:23][C:19]2=[N:20][O:21][N:22]=[C:18]2[CH:17]=1.[F-].[Cs+]. (3) Given the product [C:1]1([S:7]([N:11]2[C:19]3[C:14](=[CH:15][CH:16]=[CH:17][CH:18]=3)[CH2:13][CH2:12]2)(=[O:9])=[O:8])[CH:6]=[CH:5][CH:4]=[CH:3][CH:2]=1, predict the reactants needed to synthesize it. The reactants are: [C:1]1([S:7](Cl)(=[O:9])=[O:8])[CH:6]=[CH:5][CH:4]=[CH:3][CH:2]=1.[NH:11]1[C:19]2[C:14](=[CH:15][CH:16]=[CH:17][CH:18]=2)[CH2:13][CH2:12]1.CCN(CC)CC. (4) Given the product [ClH:1].[CH2:15]([O:17][C:6](=[NH:7])[C:5]1[CH:8]=[CH:9][C:2]([Cl:1])=[CH:3][CH:4]=1)[CH3:16], predict the reactants needed to synthesize it. The reactants are: [Cl:1][C:2]1[CH:9]=[CH:8][C:5]([C:6]#[N:7])=[CH:4][CH:3]=1.OS(O)(=O)=O.[CH2:15]([OH:17])[CH3:16]. (5) Given the product [CH:1]1([C:4]([C:9]2[CH:10]=[CH:11][CH:12]=[CH:13][CH:14]=2)([CH3:8])[C:5]([O:7][CH:16]2[CH2:15][CH2:21][N:22]([CH3:25])[CH2:23][CH2:27]2)=[O:6])[CH2:3][CH2:2]1, predict the reactants needed to synthesize it. The reactants are: [CH:1]1([C:4]([C:9]2[CH:14]=[CH:13][CH:12]=[CH:11][CH:10]=2)([CH3:8])[C:5]([OH:7])=[O:6])[CH2:3][CH2:2]1.[C:15](Cl)(=O)[C:16](Cl)=O.[CH3:21][N:22]([CH3:25])[CH:23]=O.Cl[CH2:27]Cl. (6) Given the product [CH2:1]([O:8][C:9]1[CH:17]=[C:16]2[C:12]([C@H:13]([CH2:18][Cl:19])[CH2:14][N:15]2[C:41]([C:36]2[NH:37][C:38]3[C:34]([CH:35]=2)=[CH:33][C:32]([O:31][CH2:30][CH2:29][N:24]2[CH2:28][CH2:27][CH2:26][CH2:25]2)=[CH:40][CH:39]=3)=[O:42])=[C:11]2[S:20][C:21]([CH3:23])=[CH:22][C:10]=12)[C:2]1[CH:3]=[CH:4][CH:5]=[CH:6][CH:7]=1, predict the reactants needed to synthesize it. The reactants are: [CH2:1]([O:8][C:9]1[CH:17]=[C:16]2[C:12]([C@H:13]([CH2:18][Cl:19])[CH2:14][NH:15]2)=[C:11]2[S:20][C:21]([CH3:23])=[CH:22][C:10]=12)[C:2]1[CH:7]=[CH:6][CH:5]=[CH:4][CH:3]=1.[N:24]1([CH2:29][CH2:30][O:31][C:32]2[CH:33]=[C:34]3[C:38](=[CH:39][CH:40]=2)[NH:37][C:36]([C:41](O)=[O:42])=[CH:35]3)[CH2:28][CH2:27][CH2:26][CH2:25]1.CCN=C=NCCCN(C)C.Cl. (7) Given the product [C:1]1([C:35]2[CH:40]=[CH:39][CH:38]=[CH:37][CH:36]=2)[CH:6]=[CH:5][CH:4]=[CH:3][C:2]=1[CH2:7][C:8]([N:10]1[CH2:14][CH2:13][C@H:12]([NH:15][C:16]2[N:25]=[C:24]([N:26]3[CH2:31][CH2:30][CH:69]([C:68]([NH2:43])=[O:67])[CH2:28][CH2:27]3)[C:23]3[C:18](=[CH:19][CH:20]=[CH:21][CH:22]=3)[N:17]=2)[CH2:11]1)=[O:9], predict the reactants needed to synthesize it. The reactants are: [C:1]1([C:35]2[CH:40]=[CH:39][CH:38]=[CH:37][CH:36]=2)[CH:6]=[CH:5][CH:4]=[CH:3][C:2]=1[CH2:7][C:8]([N:10]1[CH2:14][CH2:13][C@H:12]([NH:15][C:16]2[N:25]=[C:24]([N:26]3[CH2:31][CH2:30]C(C(O)=O)[CH2:28][CH2:27]3)[C:23]3[C:18](=[CH:19][CH:20]=[CH:21][CH:22]=3)[N:17]=2)[CH2:11]1)=[O:9].CC[N:43]=C=NCCCN(C)C.Cl.C1C=CC2N(O)N=NC=2C=1.N.C([O:67][CH2:68][CH3:69])(=O)C. (8) The reactants are: [Cl:1][C:2]1[CH:7]=[CH:6][C:5]([C:8]2[S:16][C:15]3[C:14](=[O:17])[N:13]([C:18]4[CH:23]=[CH:22][C:21]([O:24][CH2:25][C:26]([OH:29])([CH3:28])[CH3:27])=[C:20]([O:30][CH3:31])[CH:19]=4)[CH:12]=[N:11][C:10]=3[CH:9]=2)=[CH:4][CH:3]=1.[C:32]1(=[O:38])[O:37][C:35](=[O:36])[CH2:34][CH2:33]1.CCO. Given the product [Cl:1][C:2]1[CH:7]=[CH:6][C:5]([C:8]2[S:16][C:15]3[C:14](=[O:17])[N:13]([C:18]4[CH:23]=[CH:22][C:21]([O:24][CH2:25][C:26]([CH3:28])([O:29][C:32](=[O:38])[CH2:33][CH2:34][C:35]([OH:37])=[O:36])[CH3:27])=[C:20]([O:30][CH3:31])[CH:19]=4)[CH:12]=[N:11][C:10]=3[CH:9]=2)=[CH:4][CH:3]=1, predict the reactants needed to synthesize it.